Dataset: Catalyst prediction with 721,799 reactions and 888 catalyst types from USPTO. Task: Predict which catalyst facilitates the given reaction. (1) Reactant: C1COCC1.[NH2:6][C@H:7]1[CH2:12][CH2:11][N:10]([C:13]([O:15][C:16]([CH3:19])([CH3:18])[CH3:17])=[O:14])[CH2:9][C@H:8]1[O:20][CH3:21].C(=O)(O)[O-].[Na+].Cl[C:28]([O:30][CH2:31][C:32]1[CH:37]=[CH:36][CH:35]=[CH:34][CH:33]=1)=[O:29]. Product: [CH2:31]([O:30][C:28]([NH:6][C@H:7]1[CH2:12][CH2:11][N:10]([C:13]([O:15][C:16]([CH3:17])([CH3:18])[CH3:19])=[O:14])[CH2:9][C@H:8]1[O:20][CH3:21])=[O:29])[C:32]1[CH:37]=[CH:36][CH:35]=[CH:34][CH:33]=1. The catalyst class is: 6. (2) Reactant: [C:1]([NH:11][C@H:12]([C:15]([NH:17][CH2:18][C:19]([OH:21])=[O:20])=[O:16])[CH2:13][NH2:14])([O:3][CH2:4][C:5]1[CH:10]=[CH:9][CH:8]=[CH:7][CH:6]=1)=[O:2].[O-:22][C:23]#[N:24].[K+].ClC(Cl)(Cl)C(O)=O. Product: [C:1]([NH:11][C@H:12]([C:15]([NH:17][CH2:18][C:19]([OH:21])=[O:20])=[O:16])[CH2:13][NH:14][C:23]([NH2:24])=[O:22])([O:3][CH2:4][C:5]1[CH:6]=[CH:7][CH:8]=[CH:9][CH:10]=1)=[O:2]. The catalyst class is: 1. (3) Reactant: [CH3:1][S:2]([NH:5][C:6]1[CH:14]=[C:13]([C:15]([O:17][CH3:18])=[O:16])[CH:12]=[C:11]2[C:7]=1[CH:8]=[CH:9][NH:10]2)(=[O:4])=[O:3].[C:19](=O)([O-])[O-].[K+].[K+].IC. Product: [CH3:19][N:5]([S:2]([CH3:1])(=[O:3])=[O:4])[C:6]1[CH:14]=[C:13]([C:15]([O:17][CH3:18])=[O:16])[CH:12]=[C:11]2[C:7]=1[CH:8]=[CH:9][NH:10]2. The catalyst class is: 1. (4) Reactant: [F:1][C:2]1[CH:3]=[C:4]2[C:9](=[C:10]([O:23][CH3:24])[C:11]=1[N:12]1[CH2:17][CH2:16][CH:15]([C:18]([O:20]CC)=[O:19])[CH2:14][CH2:13]1)[N:8]([CH2:25][C:26]([F:29])([F:28])[F:27])[CH:7]=[C:6]([C:30]([NH:32][CH2:33][C:34]1[CH:39]=[CH:38][C:37]([O:40][C:41]([F:44])([F:43])[F:42])=[CH:36][C:35]=1[CH3:45])=[O:31])[C:5]2=[O:46].[OH-].[Li+].Cl. Product: [F:1][C:2]1[CH:3]=[C:4]2[C:9](=[C:10]([O:23][CH3:24])[C:11]=1[N:12]1[CH2:17][CH2:16][CH:15]([C:18]([OH:20])=[O:19])[CH2:14][CH2:13]1)[N:8]([CH2:25][C:26]([F:29])([F:27])[F:28])[CH:7]=[C:6]([C:30]([NH:32][CH2:33][C:34]1[CH:39]=[CH:38][C:37]([O:40][C:41]([F:42])([F:43])[F:44])=[CH:36][C:35]=1[CH3:45])=[O:31])[C:5]2=[O:46]. The catalyst class is: 38. (5) Reactant: [C:1]([NH:8][C@H:9]([C:17]([OH:19])=O)[CH2:10][C:11]1[CH:16]=[CH:15][N:14]=[CH:13][CH:12]=1)([O:3][C:4]([CH3:7])([CH3:6])[CH3:5])=[O:2].C[N:21]1[CH2:26][CH2:25]O[CH2:23][CH2:22]1.ClC(OCC(C)C)=O.N1CCCC1. Product: [O:19]=[C:17]([N:21]1[CH2:26][CH2:25][CH2:23][CH2:22]1)[C@@H:9]([NH:8][C:1](=[O:2])[O:3][C:4]([CH3:5])([CH3:6])[CH3:7])[CH2:10][C:11]1[CH:12]=[CH:13][N:14]=[CH:15][CH:16]=1. The catalyst class is: 1. (6) Reactant: [F:1][CH:2]([F:17])[O:3][C:4]1[N:8]([CH:9]([CH3:11])[CH3:10])[N:7]=[C:6]([C:12]([F:15])([F:14])[F:13])[C:5]=1[CH3:16].[Br:18]N1C(=O)CCC1=O.N(C(C)(C)C#N)=NC(C)(C)C#N.O. Product: [Br:18][CH2:16][C:5]1[C:6]([C:12]([F:15])([F:14])[F:13])=[N:7][N:8]([CH:9]([CH3:10])[CH3:11])[C:4]=1[O:3][CH:2]([F:1])[F:17]. The catalyst class is: 53. (7) Reactant: [CH2:1]([N:6]1[C:14]2[N:13]=[CH:12][NH:11][C:10]=2[C:9]2=[N:15][N:16]=[CH:17][N:8]2[C:7]1=[O:18])[CH2:2][CH2:3][CH2:4][CH3:5].[Br:19]N1C(=O)CCC1=O. Product: [Br:19][C:12]1[NH:11][C:10]2[C:9]3=[N:15][N:16]=[CH:17][N:8]3[C:7](=[O:18])[N:6]([CH2:1][CH2:2][CH2:3][CH2:4][CH3:5])[C:14]=2[N:13]=1. The catalyst class is: 1.